Predict the reaction yield, written as a fraction of the theoretical maximum amount of product (1.0 means a 100% yield; for example, 0.34 means a 34% yield). From a dataset of Reaction yield outcomes from USPTO patents with 853,638 reactions. (1) No catalyst specified. The yield is 0.870. The reactants are [CH2:1]([O:8][C:9]1[CH:14]=[CH:13][C:12]([OH:15])=[CH:11][CH:10]=1)[C:2]1[CH:7]=[CH:6][CH:5]=[CH:4][CH:3]=1.[O:16]1[CH2:21][CH2:20][CH:19]([O:22][CH2:23][CH2:24]O)[CH2:18][CH2:17]1. The product is [CH2:1]([O:8][C:9]1[CH:10]=[CH:11][C:12]([O:15][CH2:24][CH2:23][O:22][CH:19]2[CH2:20][CH2:21][O:16][CH2:17][CH2:18]2)=[CH:13][CH:14]=1)[C:2]1[CH:3]=[CH:4][CH:5]=[CH:6][CH:7]=1. (2) The reactants are [Cl:1][C:2]1[CH:7]=[C:6]([Cl:8])[CH:5]=[CH:4][C:3]=1[C:9](=[O:17])[CH2:10][C:11]1[NH:12][CH:13]=[C:14]([CH3:16])[N:15]=1.CO[CH:20](OC)[N:21]([CH3:23])[CH3:22]. No catalyst specified. The product is [Cl:1][C:2]1[CH:7]=[C:6]([Cl:8])[CH:5]=[CH:4][C:3]=1[C:9](=[O:17])/[C:10](/[C:11]1[NH:12][CH:13]=[C:14]([CH3:16])[N:15]=1)=[CH:20]\[N:21]([CH3:23])[CH3:22]. The yield is 1.00. (3) The reactants are [NH2:1][C:2]1[S:6][C:5]([CH2:13][CH2:14][CH2:15][C:16]([NH:18][CH2:19][CH2:20][O:21][Si:22]([C:25]([CH3:28])([CH3:27])[CH3:26])([CH3:24])[CH3:23])=[O:17])([C:7]2[CH:12]=[CH:11][CH:10]=[CH:9][CH:8]=2)[N:4]([C:29](=[O:34])[C:30]([CH3:33])([CH3:32])[CH3:31])[N:3]=1.N1C=CC=CC=1.[CH3:41][C:42]([CH3:47])([CH3:46])[C:43](Cl)=[O:44]. No catalyst specified. The product is [O:21]([CH2:20][CH2:19][NH:18][C:16](=[O:17])[CH2:15][CH2:14][CH2:13][C:5]1([C:7]2[CH:8]=[CH:9][CH:10]=[CH:11][CH:12]=2)[N:4]([C:29](=[O:34])[C:30]([CH3:33])([CH3:32])[CH3:31])[N:3]=[C:2]([NH:1][C:43](=[O:44])[C:42]([CH3:47])([CH3:46])[CH3:41])[S:6]1)[Si:22]([C:25]([CH3:26])([CH3:27])[CH3:28])([CH3:24])[CH3:23]. The yield is 0.830.